Task: Regression. Given a peptide amino acid sequence and an MHC pseudo amino acid sequence, predict their binding affinity value. This is MHC class I binding data.. Dataset: Peptide-MHC class I binding affinity with 185,985 pairs from IEDB/IMGT (1) The peptide sequence is DPASRDLVV. The MHC is Patr-A0701 with pseudo-sequence Patr-A0701. The binding affinity (normalized) is 0.135. (2) The binding affinity (normalized) is 0.372. The peptide sequence is TVTSLIANI. The MHC is Mamu-A01 with pseudo-sequence Mamu-A01.